This data is from Forward reaction prediction with 1.9M reactions from USPTO patents (1976-2016). The task is: Predict the product of the given reaction. (1) Given the reactants [NH2:1][C:2]1[N:3]=[CH:4][C:5]([C:20]2[CH:30]=[CH:29][C:23]([C:24]([N:26]([CH3:28])[CH3:27])=[O:25])=[CH:22][CH:21]=2)=[N:6][C:7]=1[C:8]1[O:9][C:10]([C:13]2[CH:18]=[CH:17][CH:16]=[CH:15][C:14]=2I)=[N:11][N:12]=1.F[C:32]([B])=[C:33](F)F.[K].C(N(CC)CC)C.C1(P(C2C=CC=CC=2)C2C=CC=CC=2)C=CCC=1, predict the reaction product. The product is: [NH2:1][C:2]1[N:3]=[CH:4][C:5]([C:20]2[CH:30]=[CH:29][C:23]([C:24]([N:26]([CH3:28])[CH3:27])=[O:25])=[CH:22][CH:21]=2)=[N:6][C:7]=1[C:8]1[O:9][C:10]([C:13]2[CH:18]=[CH:17][CH:16]=[CH:15][C:14]=2[CH:32]=[CH2:33])=[N:11][N:12]=1. (2) Given the reactants [F:1][C:2]([F:7])([F:6])[C:3]([OH:5])=[O:4].[CH2:8]([S:10]([N:13]1[CH2:18][CH2:17][CH:16]([C:19]2[C:27]3[C:22](=[C:23]([C:40]([NH2:42])=[O:41])[CH:24]=[C:25]([C:28]4[CH:32]=[C:31]([CH2:33][N:34]([C@@H:36]([CH3:39])CO)[CH3:35])[S:30][CH:29]=4)[CH:26]=3)[NH:21][CH:20]=2)[CH2:15][CH2:14]1)(=[O:12])=[O:11])[CH3:9].[NH2:43][C@H](C)CO, predict the reaction product. The product is: [F:1][C:2]([F:7])([F:6])[C:3]([OH:5])=[O:4].[C:3]([NH:43][CH2:39][CH2:36][N:34]([CH2:33][C:31]1[S:30][CH:29]=[C:28]([C:25]2[CH:26]=[C:27]3[C:22](=[C:23]([C:40]([NH2:42])=[O:41])[CH:24]=2)[NH:21][CH:20]=[C:19]3[CH:16]2[CH2:17][CH2:18][N:13]([S:10]([CH2:8][CH3:9])(=[O:11])=[O:12])[CH2:14][CH2:15]2)[CH:32]=1)[CH3:35])(=[O:5])[CH3:2]. (3) Given the reactants [I-:1].[OH:2][C:3]1[C:8]([O:9][CH3:10])=[C:7]([O:11][CH3:12])[C:6]([OH:13])=[C:5]([CH3:14])[C:4]=1[CH2:15][CH2:16][CH2:17][CH2:18][CH2:19][P+:20]([C:33]1[CH:38]=[CH:37][CH:36]=[CH:35][CH:34]=1)([C:27]1[CH:32]=[CH:31][CH:30]=[CH:29][CH:28]=1)[C:21]1[CH:26]=[CH:25][CH:24]=[CH:23][CH:22]=1.O=O, predict the reaction product. The product is: [I-:1].[CH3:12][O:11][C:7]1[C:6](=[O:13])[C:5]([CH3:14])=[C:4]([CH2:15][CH2:16][CH2:17][CH2:18][CH2:19][P+:20]([C:33]2[CH:34]=[CH:35][CH:36]=[CH:37][CH:38]=2)([C:27]2[CH:28]=[CH:29][CH:30]=[CH:31][CH:32]=2)[C:21]2[CH:22]=[CH:23][CH:24]=[CH:25][CH:26]=2)[C:3](=[O:2])[C:8]=1[O:9][CH3:10]. (4) Given the reactants COC1C=C(OC)C=CC=1C[N:6]([C:31]1[CH:36]=[CH:35][N:34]=[CH:33][N:32]=1)[S:7]([C:10]1[C:15]([F:16])=[CH:14][C:13]([O:17][C@H:18]2[CH2:22][CH2:21][CH2:20][C@@H:19]2[C:23]2[N:27]([CH2:28][CH3:29])[N:26]=[CH:25][CH:24]=2)=[CH:12][C:11]=1[F:30])(=[O:9])=[O:8].C([SiH](CC)CC)C.FC(F)(F)C(O)=O, predict the reaction product. The product is: [CH2:28]([N:27]1[C:23]([C@H:19]2[CH2:20][CH2:21][CH2:22][C@@H:18]2[O:17][C:13]2[CH:14]=[C:15]([F:16])[C:10]([S:7]([NH:6][C:31]3[CH:36]=[CH:35][N:34]=[CH:33][N:32]=3)(=[O:9])=[O:8])=[C:11]([F:30])[CH:12]=2)=[CH:24][CH:25]=[N:26]1)[CH3:29]. (5) Given the reactants C[O:2][C:3]([C:5]1[C:9]2[CH:10]=[C:11]([O:14][CH3:15])[CH:12]=[CH:13][C:8]=2[O:7][C:6]=1[C:16]1[CH:21]=[CH:20][C:19]([F:22])=[CH:18][CH:17]=1)=O.C(OC(C1C2C=C(OC)C=CC=2OC=1C1C=CC(F)=CC=1)=O)C.CI.C(=O)([O-])[O-].[K+].[K+].[C:54](#[N:56])C, predict the reaction product. The product is: [CH3:54][NH:56][C:3]([C:5]1[C:9]2[CH:10]=[C:11]([O:14][CH3:15])[CH:12]=[CH:13][C:8]=2[O:7][C:6]=1[C:16]1[CH:21]=[CH:20][C:19]([F:22])=[CH:18][CH:17]=1)=[O:2]. (6) Given the reactants [OH-].[NH4+:2].[CH3:3][N:4]([N:6]=[N:7][C:8]1[CH:12]=[C:11]([C:13]([CH3:16])([CH3:15])[CH3:14])[Se:10][C:9]=1[C:17]([O:19]CC)=O)[CH3:5].O, predict the reaction product. The product is: [CH3:3][N:4]([N:6]=[N:7][C:8]1[CH:12]=[C:11]([C:13]([CH3:16])([CH3:15])[CH3:14])[Se:10][C:9]=1[C:17]([NH2:2])=[O:19])[CH3:5]. (7) Given the reactants [C:1]([C:5]1[CH:23]=[CH:22][C:8]([C:9]([NH:11][S:12]([C:15]2[CH:20]=[CH:19][CH:18]=[C:17](Cl)[N:16]=2)(=[O:14])=[O:13])=[O:10])=[C:7]([N:24]2[CH2:28][CH:27]([CH3:29])[CH2:26][C:25]2([CH3:31])[CH3:30])[N:6]=1)([CH3:4])([CH3:3])[CH3:2].[CH3:32][O:33][C:34]1[CH:39]=[CH:38][C:37]([CH2:40][OH:41])=[CH:36][CH:35]=1.C(=O)([O-])[O-].[Cs+].[Cs+].Cl, predict the reaction product. The product is: [C:1]([C:5]1[N:6]=[C:7]([N:24]2[CH2:28][CH:27]([CH3:29])[CH2:26][C:25]2([CH3:31])[CH3:30])[C:8]([C:9]([NH:11][S:12]([C:15]2[CH:20]=[CH:19][CH:18]=[C:17]([O:41][CH2:40][C:37]3[CH:38]=[CH:39][C:34]([O:33][CH3:32])=[CH:35][CH:36]=3)[N:16]=2)(=[O:14])=[O:13])=[O:10])=[CH:22][CH:23]=1)([CH3:4])([CH3:3])[CH3:2].